Dataset: Reaction yield outcomes from USPTO patents with 853,638 reactions. Task: Predict the reaction yield, written as a fraction of the theoretical maximum amount of product (1.0 means a 100% yield; for example, 0.34 means a 34% yield). (1) The reactants are [O:1]1[CH2:6][CH2:5][CH2:4][CH2:3][C:2]1=[O:7].[OH-:8].[K+].[CH2:10](Br)[C:11]1[CH:16]=[CH:15][CH:14]=[CH:13][CH:12]=1. The catalyst is C1(C)C=CC=CC=1. The product is [CH2:10]([O:1][CH2:6][CH2:5][CH2:4][CH2:3][C:2]([OH:7])=[O:8])[C:11]1[CH:16]=[CH:15][CH:14]=[CH:13][CH:12]=1. The yield is 0.960. (2) The reactants are [Cl:1][C:2]1[CH:7]=[CH:6][N:5]=[C:4]([C:8](Cl)=[O:9])[CH:3]=1.[CH3:11][C:12]([OH:15])([CH3:14])[CH3:13]. The catalyst is C(Cl)Cl.CN(C1C=CN=CC=1)C.N1C=CC=CC=1. The product is [C:12]([O:15][C:8]([C:4]1[CH:3]=[C:2]([Cl:1])[CH:7]=[CH:6][N:5]=1)=[O:9])([CH3:14])([CH3:13])[CH3:11]. The yield is 0.490. (3) The reactants are Cl[C:2]1[N:7]=[CH:6][C:5]([C:8]([N:10]2[CH2:15][CH2:14][O:13][CH2:12][CH2:11]2)=[O:9])=[CH:4][CH:3]=1.[NH2:16][NH2:17].C(N(CC)CC)C. The catalyst is C(O)C. The product is [NH:16]([C:2]1[N:7]=[CH:6][C:5]([C:8]([N:10]2[CH2:15][CH2:14][O:13][CH2:12][CH2:11]2)=[O:9])=[CH:4][CH:3]=1)[NH2:17]. The yield is 0.760. (4) The product is [C:26]([C:30]1[CH:31]=[CH:32][C:33]([C:34]([NH:9][C:8]2[C:3]([O:2][CH3:1])=[N:4][CH:5]=[C:6]([B:10]3[O:14][C:13]([CH3:16])([CH3:15])[C:12]([CH3:18])([CH3:17])[O:11]3)[CH:7]=2)=[O:35])=[CH:37][CH:38]=1)([CH3:29])([CH3:27])[CH3:28]. The reactants are [CH3:1][O:2][C:3]1[C:8]([NH2:9])=[CH:7][C:6]([B:10]2[O:14][C:13]([CH3:16])([CH3:15])[C:12]([CH3:18])([CH3:17])[O:11]2)=[CH:5][N:4]=1.C(N(CC)CC)C.[C:26]([C:30]1[CH:38]=[CH:37][C:33]([C:34](Cl)=[O:35])=[CH:32][CH:31]=1)([CH3:29])([CH3:28])[CH3:27]. The yield is 0.520. The catalyst is ClCCl.